Dataset: Forward reaction prediction with 1.9M reactions from USPTO patents (1976-2016). Task: Predict the product of the given reaction. (1) Given the reactants [N+:1]([C:4]1[CH:20]=[CH:19][C:7]2[CH2:8][CH2:9][N:10]([C:13](=[O:18])[C:14]([F:17])([F:16])[F:15])[CH2:11][CH2:12][C:6]=2[CH:5]=1)([O-])=O.[H][H], predict the reaction product. The product is: [NH2:1][C:4]1[CH:20]=[CH:19][C:7]2[CH2:8][CH2:9][N:10]([C:13](=[O:18])[C:14]([F:17])([F:15])[F:16])[CH2:11][CH2:12][C:6]=2[CH:5]=1. (2) The product is: [F:17][C:18]1[CH:23]=[N:22][C:21]([C:24]2[CH:29]=[CH:28][C:27]([O:1][CH2:2][C@@H:3]3[C@@H:8]([NH:9][C:10](=[O:16])[O:11][C:12]([CH3:13])([CH3:15])[CH3:14])[CH2:7][CH2:6][O:5][CH2:4]3)=[CH:26][CH:25]=2)=[N:20][CH:19]=1. Given the reactants [OH:1][CH2:2][C@@H:3]1[C@@H:8]([NH:9][C:10](=[O:16])[O:11][C:12]([CH3:15])([CH3:14])[CH3:13])[CH2:7][CH2:6][O:5][CH2:4]1.[F:17][C:18]1[CH:19]=[N:20][C:21]([C:24]2[CH:29]=[CH:28][C:27](O)=[CH:26][CH:25]=2)=[N:22][CH:23]=1.C(P(CCCC)CCCC)CCC.C1CCN(C(N=NC(N2CCCCC2)=O)=O)CC1.[OH-].[Na+], predict the reaction product. (3) Given the reactants [S:1]1[C:5]2[CH:6]=[C:7]([C:10]([CH:12]3[C:21](=[O:22])[CH2:20][CH2:19][C:14]4([O:18][CH2:17][CH2:16][O:15]4)[CH2:13]3)=[O:11])[CH:8]=[CH:9][C:4]=2[N:3]=[CH:2]1.[O-:23][CH2:24][CH3:25].[Na+], predict the reaction product. The product is: [CH2:24]([O:23][C:21](=[O:22])[CH2:20][CH2:19][C:14]1([CH2:13][CH2:12][C:10]([C:7]2[CH:8]=[CH:9][C:4]3[N:3]=[CH:2][S:1][C:5]=3[CH:6]=2)=[O:11])[O:18][CH2:17][CH2:16][O:15]1)[CH3:25]. (4) The product is: [CH3:14][N:15]1[CH2:20][CH2:19][C:18]([C:36]2[CH:37]=[CH:38][C:39]([F:42])=[CH:40][CH:41]=2)([CH2:21][N:22]([CH3:1])[C:23]([C:25]2[C:34]3[C:29](=[CH:30][CH:31]=[CH:32][CH:33]=3)[C:28]([F:35])=[CH:27][CH:26]=2)=[O:24])[CH2:17][CH2:16]1. Given the reactants [C:1]([O-])(=O)CC(CC([O-])=O)(C([O-])=O)O.[CH3:14][N:15]1[CH2:20][CH2:19][C:18]([C:36]2[CH:41]=[CH:40][C:39]([F:42])=[CH:38][CH:37]=2)([CH2:21][NH:22][C:23]([C:25]2[C:34]3[C:29](=[CH:30][CH:31]=[CH:32][CH:33]=3)[C:28]([F:35])=[CH:27][CH:26]=2)=[O:24])[CH2:17][CH2:16]1, predict the reaction product. (5) Given the reactants [CH3:1][O:2][C:3]1[CH:8]=[CH:7][C:6]([C:9]2[CH2:10][CH2:11][C:12](=[O:15])[NH:13][N:14]=2)=[CH:5][CH:4]=1.[OH-].[K+].CCO.[CH:21](=O)[C:22]1[CH:27]=[CH:26][CH:25]=[CH:24][CH:23]=1, predict the reaction product. The product is: [CH2:21]([C:11]1[C:12](=[O:15])[NH:13][N:14]=[C:9]([C:6]2[CH:7]=[CH:8][C:3]([O:2][CH3:1])=[CH:4][CH:5]=2)[CH:10]=1)[C:22]1[CH:27]=[CH:26][CH:25]=[CH:24][CH:23]=1. (6) Given the reactants [CH3:1][O:2][C:3](=[O:25])[C:4]1[CH:9]=[CH:8][C:7]([OH:10])=[CH:6][C:5]=1[NH:11][C:12](=[O:24])[C:13]1[CH:18]=[CH:17][C:16]([O:19][C:20]([F:23])([F:22])[F:21])=[CH:15][CH:14]=1.[Br:26][CH2:27][CH2:28][CH2:29]Br.C(=O)([O-])[O-].[K+].[K+], predict the reaction product. The product is: [CH3:1][O:2][C:3](=[O:25])[C:4]1[CH:9]=[CH:8][C:7]([O:10][CH2:29][CH2:28][CH2:27][Br:26])=[CH:6][C:5]=1[NH:11][C:12](=[O:24])[C:13]1[CH:18]=[CH:17][C:16]([O:19][C:20]([F:22])([F:21])[F:23])=[CH:15][CH:14]=1.